The task is: Predict the product of the given reaction.. This data is from Forward reaction prediction with 1.9M reactions from USPTO patents (1976-2016). (1) Given the reactants Cl[C:2]1[C:11]2[C:6](=[CH:7][CH:8]=[CH:9][CH:10]=2)[N:5]=[C:4]([C:12]2[CH:17]=[C:16]([Cl:18])[CH:15]=[CH:14][C:13]=2[O:19]C)[N:3]=1.C(OC(N1CCCCC(N)C1)=O)(C)(C)C.C(OC([N:43]1[CH2:49][CH2:48][CH2:47][CH:46]([NH2:50])[CH2:45][CH2:44]1)=O)(C)(C)C, predict the reaction product. The product is: [NH:43]1[CH2:49][CH2:48][CH2:47][CH:46]([NH:50][C:2]2[C:11]3[C:6](=[CH:7][CH:8]=[CH:9][CH:10]=3)[N:5]=[C:4]([C:12]3[CH:17]=[C:16]([Cl:18])[CH:15]=[CH:14][C:13]=3[OH:19])[N:3]=2)[CH2:45][CH2:44]1. (2) Given the reactants [CH3:1][N:2]1[CH2:8][CH2:7][CH:6]([OH:9])[C:5]2[CH:10]=[CH:11][O:12][C:4]=2[CH2:3]1.[Cl:13][C:14]1[CH:19]=[CH:18][CH:17]=[CH:16][C:15]=1F, predict the reaction product. The product is: [ClH:13].[Cl:13][C:14]1[CH:19]=[CH:18][CH:17]=[CH:16][C:15]=1[O:9][CH:6]1[CH2:7][CH2:8][N:2]([CH3:1])[CH2:3][C:4]2[O:12][CH:11]=[CH:10][C:5]1=2. (3) Given the reactants [H-].[Na+].[Cl:3][C:4]1[CH:5]=[C:6]([CH2:14][C:15]#[N:16])[CH:7]=[C:8]([Cl:13])[C:9]=1[N:10]([CH3:12])[CH3:11].[F:17][C:18]([F:25])([F:24])[C:19](OCC)=[O:20].O, predict the reaction product. The product is: [Cl:3][C:4]1[CH:5]=[C:6]([CH:14]([C:19](=[O:20])[C:18]([F:25])([F:24])[F:17])[C:15]#[N:16])[CH:7]=[C:8]([Cl:13])[C:9]=1[N:10]([CH3:12])[CH3:11]. (4) Given the reactants Cl[C:2]1[C:3]([CH3:22])=[N:4][C:5]2[C:10]([N:11]=1)=[C:9]([C:12]1[NH:20][C:19]3[CH2:18][CH2:17][NH:16][C:15](=[O:21])[C:14]=3[CH:13]=1)[CH:8]=[CH:7][CH:6]=2.[F:23][C:24]1[CH:29]=[CH:28][CH:27]=[CH:26][C:25]=1B(O)O.C([O-])([O-])=O.[Na+].[Na+].CO.C(Cl)Cl, predict the reaction product. The product is: [F:23][C:24]1[CH:29]=[CH:28][CH:27]=[CH:26][C:25]=1[C:2]1[C:3]([CH3:22])=[N:4][C:5]2[C:10]([N:11]=1)=[C:9]([C:12]1[NH:20][C:19]3[CH2:18][CH2:17][NH:16][C:15](=[O:21])[C:14]=3[CH:13]=1)[CH:8]=[CH:7][CH:6]=2. (5) Given the reactants [Br:1][C:2]1[CH:8]=[CH:7][C:5]([NH2:6])=[CH:4][C:3]=1[F:9].C(N(C(C)C)CC)(C)C.Br[CH2:20][C:21]([O:23][CH2:24][CH3:25])=[O:22], predict the reaction product. The product is: [Br:1][C:2]1[CH:8]=[CH:7][C:5]([NH:6][CH2:20][C:21]([O:23][CH2:24][CH3:25])=[O:22])=[CH:4][C:3]=1[F:9]. (6) Given the reactants N(C1SC=CC=1C(OC)=O)=C=S.[S].[NH2:14][C:15]1[CH:33]=[CH:32][C:18]([C:19]([N:21]([CH2:27][CH2:28][CH:29]([CH3:31])[CH3:30])[CH2:22][CH2:23][CH:24]([CH3:26])[CH3:25])=O)=[CH:17][C:16]=1[NH:34][CH2:35][CH2:36][CH2:37][N:38]1[CH2:43][CH2:42][CH2:41][CH2:40][CH2:39]1, predict the reaction product. The product is: [CH3:30][CH:29]([CH3:31])[CH2:28][CH2:27][N:21]([CH2:19][C:18]1[CH:17]=[C:16]([NH:34][CH2:35][CH2:36][CH2:37][N:38]2[CH2:39][CH2:40][CH2:41][CH2:42][CH2:43]2)[C:15]([NH2:14])=[CH:33][CH:32]=1)[CH2:22][CH2:23][CH:24]([CH3:25])[CH3:26]. (7) Given the reactants [OH:1][C:2]1[CH:7]=[CH:6][C:5]([C:8]2[N:13]=[C:12]([NH:14][C:15]3[CH:23]=[CH:22][C:18]([C:19]([OH:21])=O)=[C:17]([O:24][CH3:25])[CH:16]=3)[CH:11]=[N:10][CH:9]=2)=[CH:4][CH:3]=1.[CH2:26]([N:28]([CH2:31]C)[CH2:29][CH3:30])[CH3:27].[CH3:33][N:34](C(ON1N=NC2C=CC=CC1=2)=[N+](C)C)C.[B-](F)(F)(F)F, predict the reaction product. The product is: [OH:1][C:2]1[CH:3]=[CH:4][C:5]([C:8]2[N:13]=[C:12]([NH:14][C:15]3[CH:23]=[CH:22][C:18]([C:19]([N:34]([CH3:33])[CH:27]4[CH2:30][CH2:29][N:28]([CH3:31])[CH2:26]4)=[O:21])=[C:17]([O:24][CH3:25])[CH:16]=3)[CH:11]=[N:10][CH:9]=2)=[CH:6][CH:7]=1. (8) The product is: [C:1]([O:4][C:5]1[CH:6]=[CH:7][C:8]([CH:11]2[CH:20]([OH:21])[C:19]3[C:14](=[CH:15][C:16]([O:22][C:23](=[O:25])[CH3:24])=[CH:17][CH:18]=3)[O:13][CH:12]2[C:26]2[CH:31]=[CH:30][CH:29]=[CH:28][CH:27]=2)=[CH:9][CH:10]=1)(=[O:3])[CH3:2]. Given the reactants [C:1]([O:4][C:5]1[CH:10]=[CH:9][C:8]([C:11]2[C:20](=[O:21])[C:19]3[C:14](=[CH:15][C:16]([O:22][C:23](=[O:25])[CH3:24])=[CH:17][CH:18]=3)[O:13][C:12]=2[C:26]2[CH:31]=[CH:30][CH:29]=[CH:28][CH:27]=2)=[CH:7][CH:6]=1)(=[O:3])[CH3:2], predict the reaction product. (9) Given the reactants [CH:1](=O)[CH2:2][CH2:3][CH:4]=[CH2:5].[N+:7]([CH3:10])([O-:9])=[O:8].CN(C)C(N(C)C)=N.CS(Cl)(=O)=O, predict the reaction product. The product is: [N+:7](/[CH:10]=[CH:5]/[CH2:4][CH2:3][CH:2]=[CH2:1])([O-:9])=[O:8]. (10) Given the reactants [CH3:1][O:2][C:3](=[O:44])[CH2:4][C:5]1[CH:10]=[CH:9][CH:8]=[CH:7][C:6]=1[C:11]#[C:12][C:13]1[C:18]([C:19]([F:22])([F:21])[F:20])=[CH:17][N:16]=[C:15]([NH:23][C:24]2[CH:43]=[CH:42][C:27]([CH2:28][N:29]3[CH2:34][CH2:33][N:32]([C:35]([O:37][C:38]([CH3:41])([CH3:40])[CH3:39])=[O:36])[CH2:31][CH2:30]3)=[CH:26][CH:25]=2)[N:14]=1.C(N(CC)CC)C, predict the reaction product. The product is: [CH3:1][O:2][C:3](=[O:44])[CH2:4][C:5]1[CH:10]=[CH:9][CH:8]=[CH:7][C:6]=1[CH2:11][CH2:12][C:13]1[C:18]([C:19]([F:21])([F:22])[F:20])=[CH:17][N:16]=[C:15]([NH:23][C:24]2[CH:43]=[CH:42][C:27]([CH2:28][N:29]3[CH2:30][CH2:31][N:32]([C:35]([O:37][C:38]([CH3:41])([CH3:40])[CH3:39])=[O:36])[CH2:33][CH2:34]3)=[CH:26][CH:25]=2)[N:14]=1.